This data is from Catalyst prediction with 721,799 reactions and 888 catalyst types from USPTO. The task is: Predict which catalyst facilitates the given reaction. (1) Reactant: [Cl:1][C:2]1[CH:3]=[C:4]([C:8]2[CH:9]=[C:10]3[C:15](=[CH:16][CH:17]=2)[N:14](CC2C=CC(OC)=CC=2)[C:13](=[O:27])[N:12]=[C:11]3[CH:28]2[CH2:30][CH2:29]2)[CH:5]=[CH:6][CH:7]=1.[O-]S([C:35](F)(F)F)(=O)=O.[Mg+2].[O-]S(C(F)(F)F)(=O)=O.C[Mg]Br. Product: [Cl:1][C:2]1[CH:3]=[C:4]([C:8]2[CH:9]=[C:10]3[C:15](=[CH:16][CH:17]=2)[NH:14][C:13](=[O:27])[NH:12][C:11]3([CH:28]2[CH2:29][CH2:30]2)[CH3:35])[CH:5]=[CH:6][CH:7]=1. The catalyst class is: 28. (2) Reactant: [C:1]1([C:7]2[C:15]3[C:10](=[CH:11][CH:12]=[CH:13][CH:14]=3)[NH:9][C:8]=2[C:16]([O:18]CC)=O)[CH:6]=[CH:5][CH:4]=[CH:3][CH:2]=1.O.[NH2:22][NH2:23]. Product: [C:1]1([C:7]2[C:15]3[C:10](=[CH:11][CH:12]=[CH:13][CH:14]=3)[NH:9][C:8]=2[C:16]([NH:22][NH2:23])=[O:18])[CH:6]=[CH:5][CH:4]=[CH:3][CH:2]=1. The catalyst class is: 8. (3) Reactant: [CH3:1][O:2][C:3]1[CH:4]=[C:5]2[C:10](=[CH:11][C:12]=1[CH3:13])[N:9]=[CH:8][CH:7]=[CH:6]2.[Br:14]N1C(=O)CCC1=O.[OH-].[K+]. Product: [Br:14][C:4]1[C:3]([O:2][CH3:1])=[C:12]([CH3:13])[CH:11]=[C:10]2[C:5]=1[CH:6]=[CH:7][CH:8]=[N:9]2. The catalyst class is: 82. (4) The catalyst class is: 13. Product: [F:1][C:2]1[C:7]([F:8])=[C:6]([O:9][CH2:10][CH2:11][N:12]2[CH2:13][CH2:14][O:15][CH2:16][CH2:17]2)[CH:5]=[CH:4][C:3]=1[CH2:18][NH:19][N:20]([CH3:29])[C:21]1([C:25]([O:27][CH3:28])=[O:26])[CH2:22][CH2:23][CH2:24]1. Reactant: [F:1][C:2]1[C:7]([F:8])=[C:6]([O:9][CH2:10][CH2:11][N:12]2[CH2:17][CH2:16][O:15][CH2:14][CH2:13]2)[CH:5]=[CH:4][C:3]=1[CH:18]=[N:19][N:20]([CH3:29])[C:21]1([C:25]([O:27][CH3:28])=[O:26])[CH2:24][CH2:23][CH2:22]1.Cl.B.C(C1C=CC(C)=NC=1)C.[OH-].[Na+].P([O-])([O-])([O-])=O.[K+].[K+].[K+]. (5) Reactant: C(OC([N:8]1[CH2:12][CH2:11][C@@H:10]([O:13]C(=O)C[Cl:16])[C@H:9]1[CH2:18][N:19]1[C:27]2[CH:26]=[CH:25][C:24]([C:28]#[N:29])=[CH:23][C:22]=2[C:21]2[CH2:30][C@H:31]([NH:33][C:34]([O:36][CH:37]([CH3:39])[CH3:38])=[O:35])[CH2:32][C:20]1=2)=O)(C)(C)C.[Li+].[OH-]. Product: [ClH:16].[CH:37]([O:36][C:34](=[O:35])[NH:33][C@@H:31]1[CH2:32][C:20]2[N:19]([CH2:18][C@@H:9]3[C@H:10]([OH:13])[CH2:11][CH2:12][NH:8]3)[C:27]3[CH:26]=[CH:25][C:24]([C:28]#[N:29])=[CH:23][C:22]=3[C:21]=2[CH2:30]1)([CH3:39])[CH3:38]. The catalyst class is: 125.